Predict which catalyst facilitates the given reaction. From a dataset of Catalyst prediction with 721,799 reactions and 888 catalyst types from USPTO. (1) Reactant: Br[CH2:2][C:3]#[N:4].[Cl:5][C:6]1[CH:7]=[CH:8][C:9]2[CH2:10][NH:11][CH2:12][CH:13]([C:17]3[N:21]([CH3:22])[N:20]=[C:19]([CH3:23])[CH:18]=3)[O:14][C:15]=2[N:16]=1. Product: [Cl:5][C:6]1[CH:7]=[CH:8][C:9]2[CH2:10][N:11]([CH2:2][C:3]#[N:4])[CH2:12][CH:13]([C:17]3[N:21]([CH3:22])[N:20]=[C:19]([CH3:23])[CH:18]=3)[O:14][C:15]=2[N:16]=1. The catalyst class is: 1. (2) Reactant: N(C(OC(C)C)=O)=NC(OC(C)C)=O.[NH:15]1[C:20]2[CH:21]=[CH:22][CH:23]=[CH:24][C:19]=2[C:18](=[O:25])[O:17][C:16]1=[O:26].[CH3:27][CH:28]([CH3:32])[CH2:29][CH2:30]O.C1(P(C2C=CC=CC=2)C2C=CC=CC=2)C=CC=CC=1. Product: [CH3:27][CH:28]([CH3:32])[CH2:29][CH2:30][N:15]1[C:20]2[CH:21]=[CH:22][CH:23]=[CH:24][C:19]=2[C:18](=[O:25])[O:17][C:16]1=[O:26]. The catalyst class is: 4. (3) Reactant: [CH3:1][N:2]([CH2:13][C:14]1[N:18]([CH2:19][C@H:20]2[CH2:25][CH2:24][CH2:23][NH:22][CH2:21]2)[C:17]2[CH:26]=[CH:27][CH:28]=[CH:29][C:16]=2[N:15]=1)[C@@H:3]1[C:12]2[N:11]=[CH:10][CH:9]=[CH:8][C:7]=2[CH2:6][CH2:5][CH2:4]1.[NH:30]1[CH:34]=[CH:33][N:32]=[C:31]1[CH:35]=O.C(OC)(OC)OC.[BH4-].[Na+]. The catalyst class is: 5. Product: [NH:30]1[CH:34]=[CH:33][N:32]=[C:31]1[CH2:35][N:22]1[CH2:23][CH2:24][CH2:25][C@H:20]([CH2:19][N:18]2[C:17]3[CH:26]=[CH:27][CH:28]=[CH:29][C:16]=3[N:15]=[C:14]2[CH2:13][N:2]([CH3:1])[C@@H:3]2[C:12]3[N:11]=[CH:10][CH:9]=[CH:8][C:7]=3[CH2:6][CH2:5][CH2:4]2)[CH2:21]1. (4) Reactant: [F:1][C:2]1[CH:3]=[C:4]2[C:8](=[CH:9][CH:10]=1)[NH:7][CH:6]=[CH:5]2.[H-].[Na+].I[CH3:14]. Product: [F:1][C:2]1[CH:3]=[C:4]2[C:8](=[CH:9][CH:10]=1)[N:7]([CH3:14])[CH:6]=[CH:5]2. The catalyst class is: 9. (5) The catalyst class is: 2. Reactant: [NH2:1][C:2]1[S:3][CH:4]=[CH:5][N:6]=1.[C:7]1([C:13]#[C:14][C:15]2[S:19][C:18]([CH:20]=O)=[CH:17][CH:16]=2)[CH:12]=[CH:11][CH:10]=[CH:9][CH:8]=1.[CH3:22][C:23]([N+:30]#[C-:31])([CH2:25][C:26]([CH3:29])([CH3:28])[CH3:27])[CH3:24].Cl(O)(=O)(=O)=O.C([O-])([O-])=O.[Na+].[Na+]. Product: [C:7]1([C:13]#[C:14][C:15]2[S:19][C:18]([C:20]3[N:1]=[C:2]4[N:6]([C:31]=3[NH:30][C:23]([CH3:24])([CH2:25][C:26]([CH3:29])([CH3:28])[CH3:27])[CH3:22])[CH:5]=[CH:4][S:3]4)=[CH:17][CH:16]=2)[CH:12]=[CH:11][CH:10]=[CH:9][CH:8]=1. (6) Reactant: [NH2:1][C:2]1[C:3]2[CH2:12][CH2:11][CH2:10][CH2:9][C:4]=2[Se:5][C:6]=1[C:7]#[N:8].[OH-:13].[Na+].O. Product: [NH2:1][C:2]1[C:3]2[CH2:12][CH2:11][CH2:10][CH2:9][C:4]=2[Se:5][C:6]=1[C:7]([NH2:8])=[O:13]. The catalyst class is: 8. (7) Reactant: C([O:5][C:6](=[O:39])[CH:7]=[CH:8][C:9]1[CH:14]=[CH:13][C:12]([NH:15][C:16]([C:18]2[N:19](COCC[Si](C)(C)C)[CH:20]=[C:21]([C:23]#[N:24])[N:22]=2)=[O:17])=[C:11]([C:33]2[CH2:38][CH2:37][CH2:36][CH2:35][CH:34]=2)[CH:10]=1)(C)(C)C.C(O)(C(F)(F)F)=O.CCO. Product: [C:23]([C:21]1[N:22]=[C:18]([C:16]([NH:15][C:12]2[CH:13]=[CH:14][C:9]([CH:8]=[CH:7][C:6]([OH:39])=[O:5])=[CH:10][C:11]=2[C:33]2[CH2:38][CH2:37][CH2:36][CH2:35][CH:34]=2)=[O:17])[NH:19][CH:20]=1)#[N:24]. The catalyst class is: 2.